This data is from Forward reaction prediction with 1.9M reactions from USPTO patents (1976-2016). The task is: Predict the product of the given reaction. Given the reactants Cl.[NH2:2][CH2:3][C:4]1[C:5](=[O:12])[NH:6][C:7]([CH3:11])=[CH:8][C:9]=1[CH3:10].C(N(CC)C(C)C)(C)C.C[Al](C)C.[CH3:26][C:27]1[C:28]([C:46](OCC)=[O:47])=[N:29][CH:30]=[N:31][C:32]=1[N:33]1[CH2:38][CH2:37][N:36]([C:39]2[N:44]=[CH:43][CH:42]=[CH:41][N:40]=2)[CH2:35][C@@H:34]1[CH3:45], predict the reaction product. The product is: [CH3:10][C:9]1[CH:8]=[C:7]([CH3:11])[NH:6][C:5](=[O:12])[C:4]=1[CH2:3][NH:2][C:46]([C:28]1[C:27]([CH3:26])=[C:32]([N:33]2[CH2:38][CH2:37][N:36]([C:39]3[N:40]=[CH:41][CH:42]=[CH:43][N:44]=3)[CH2:35][C@@H:34]2[CH3:45])[N:31]=[CH:30][N:29]=1)=[O:47].